Predict the reactants needed to synthesize the given product. From a dataset of Full USPTO retrosynthesis dataset with 1.9M reactions from patents (1976-2016). Given the product [Cl:26][C:24]1[CH:25]=[C:20]([C:14]2([C:16]([F:18])([F:17])[F:19])[O:13][N:12]=[C:11]([N:9]3[CH:10]=[C:6]([C:4]([OH:5])=[O:3])[C:7]([CH3:28])=[N:8]3)[CH2:15]2)[CH:21]=[C:22]([Cl:27])[CH:23]=1, predict the reactants needed to synthesize it. The reactants are: C([O:3][C:4]([C:6]1[C:7]([CH3:28])=[N:8][N:9]([C:11]2[CH2:15][C:14]([C:20]3[CH:25]=[C:24]([Cl:26])[CH:23]=[C:22]([Cl:27])[CH:21]=3)([C:16]([F:19])([F:18])[F:17])[O:13][N:12]=2)[CH:10]=1)=[O:5])C.[OH-].[Na+].CO.